From a dataset of Protein-peptide binding for MDM2, ACE2, and 12ca5 with 34 validated binders. Binary Classification. Given protein and peptide amino acid sequences, predict whether they interact or not. (1) The peptide is AAAAAYWNLLAAK. The protein target is MDM2 with sequence MCNTNMSVPTDGAVTTSQIPASEQETLVRPKPLLLKLLKSVGAQKDTYTMKEVLFYLGQYIMTKRLYDEKQQHIVYCSNDLLGDLFGVPSFSVKEHRKIYTMIYRNLVVVNQQESSDSGTSVSENRCHLEGGSDQKDLVQELQEEKPSSSHLVSRPSTSSRRRAISETEENSDELSGERQRKRHKSDSISLSFDESLALCVIREICCERSSSSESTGTPSNPDLDAGVSEHSGDWLDQDSVSDQFSVEFEVESLDSEDYSLSEEGQELSDEDDEVYQVTVYQAGESDTDSFEEDPEISLADYWKCTSCNEMNPPLPSHCNRCWALRENWLPEDKGKDKGEISEKAKLENSTQAEEGFDVPDCKKTIVNDSRESCVEENDDKITQASQSQESEDYSQPSTSSSIIYSSQEDVKEFEREETQDKEESVESSLPLNAIEPCVICQGRPKNGCIVHGKTGHLMACFTCAKKLKKRNKPCPVCRQPIQMIVLTYFP. (2) The protein target is ACE2 with sequence MSSSSWLLLSLVAVTAAQSTIEEQAKTFLDKFNHEAEDLFYQSSLASWNYNTNITEENVQNMNNAGDKWSAFLKEQSTLAQMYPLQEIQNLTVKLQLQALQQNGSSVLSEDKSKRLNTILNTMSTIYSTGKVCNPDNPQECLLLEPGLNEIMANSLDYNERLWAWESWRSEVGKQLRPLYEEYVVLKNEMARANHYEDYGDYWRGDYEVNGVDGYDYSRGQLIEDVEHTFEEIKPLYEHLHAYVRAKLMNAYPSYISPIGCLPAHLLGDMWGRFWTNLYSLTVPFGQKPNIDVTDAMVDQAWDAQRIFKEAEKFFVSVGLPNMTQGFWENSMLTDPGNVQKAVCHPTAWDLGKGDFRILMCTKVTMDDFLTAHHEMGHIQYDMAYAAQPFLLRNGANEGFHEAVGEIMSLSAATPKHLKSIGLLSPDFQEDNETEINFLLKQALTIVGTLPFTYMLEKWRWMVFKGEIPKDQWMKKWWEMKREIVGVVEPVPHDETYCDP.... The peptide is LFRGYFAAMNNLK. The binding affinity (KD) is 66.0 nM.